Dataset: Forward reaction prediction with 1.9M reactions from USPTO patents (1976-2016). Task: Predict the product of the given reaction. (1) Given the reactants [CH2:1]([O:3][C:4]([C:6]1[NH:7][C:8]2[C:13]([CH:14]=1)=[CH:12][C:11](Br)=[CH:10][CH:9]=2)=[O:5])[CH3:2].[C:16]([C:20]1[CH:25]=[CH:24][C:23](B(O)O)=[CH:22][CH:21]=1)([CH3:19])([CH3:18])[CH3:17].[O-]P([O-])([O-])=O.[K+].[K+].[K+].C1(C)C=CC=CC=1P(C1C=CC=CC=1C)C1C=CC=CC=1C.C([O-])(O)=O.[Na+], predict the reaction product. The product is: [CH2:1]([O:3][C:4]([C:6]1[NH:7][C:8]2[C:13]([CH:14]=1)=[CH:12][C:11]([C:23]1[CH:24]=[CH:25][C:20]([C:16]([CH3:19])([CH3:18])[CH3:17])=[CH:21][CH:22]=1)=[CH:10][CH:9]=2)=[O:5])[CH3:2]. (2) Given the reactants [OH:1][C:2]1[C:3]([CH3:12])=[C:4]([C:8]([CH3:11])=[CH:9][CH:10]=1)[C:5]([OH:7])=[O:6].[CH3:13][C:14](OC(C)=O)=[O:15].N1C=CC=CC=1, predict the reaction product. The product is: [C:14]([O:1][C:2]1[C:3]([CH3:12])=[C:4]([C:8]([CH3:11])=[CH:9][CH:10]=1)[C:5]([OH:7])=[O:6])(=[O:15])[CH3:13]. (3) Given the reactants [CH2:1]([C:4]1[C:13]([OH:14])=[C:12]([O:15][CH3:16])[CH:11]=[C:10]2[C:5]=1[C:6]([NH:17][C:18]1[CH:23]=[CH:22][C:21]([Br:24])=[CH:20][C:19]=1[F:25])=[N:7][CH:8]=[N:9]2)[CH:2]=[CH2:3].[C:26]([O-])([O-])=O.[K+].[K+].CI, predict the reaction product. The product is: [CH2:1]([C:4]1[C:13]([O:14][CH3:26])=[C:12]([O:15][CH3:16])[CH:11]=[C:10]2[C:5]=1[C:6]([NH:17][C:18]1[CH:23]=[CH:22][C:21]([Br:24])=[CH:20][C:19]=1[F:25])=[N:7][CH:8]=[N:9]2)[CH:2]=[CH2:3]. (4) Given the reactants [OH:1][C:2]1[CH:7]=[CH:6][CH:5]=[CH:4][C:3]=1[C:8]1[N:12]=[C:11]([C:13]2[CH:18]=[CH:17][CH:16]=[CH:15][C:14]=2[OH:19])[N:10]([CH2:20][C:21](OCC)=[O:22])[N:9]=1.[CH3:26][O:27][CH2:28][CH2:29][NH2:30], predict the reaction product. The product is: [OH:1][C:2]1[CH:7]=[CH:6][CH:5]=[CH:4][C:3]=1[C:8]1[N:12]=[C:11]([C:13]2[CH:18]=[CH:17][CH:16]=[CH:15][C:14]=2[OH:19])[N:10]([CH2:20][C:21]([NH:30][CH2:29][CH2:28][O:27][CH3:26])=[O:22])[N:9]=1.